This data is from Forward reaction prediction with 1.9M reactions from USPTO patents (1976-2016). The task is: Predict the product of the given reaction. (1) The product is: [F:2][C:3]1[CH:24]=[C:23]([NH:25][C:26]([NH:28][C:29](=[O:37])[CH2:30][C:31]2[CH:32]=[CH:33][CH:34]=[CH:35][CH:36]=2)=[S:27])[CH:22]=[CH:21][C:4]=1[O:5][C:6]1[C:15]2[C:10](=[CH:11][C:12]([O:19][CH3:20])=[C:13]([C:16]([NH:44][CH2:43][CH2:42][S:39]([CH3:38])(=[O:41])=[O:40])=[O:17])[CH:14]=2)[N:9]=[CH:8][CH:7]=1. Given the reactants Cl.[F:2][C:3]1[CH:24]=[C:23]([NH:25][C:26]([NH:28][C:29](=[O:37])[CH2:30][C:31]2[CH:36]=[CH:35][CH:34]=[CH:33][CH:32]=2)=[S:27])[CH:22]=[CH:21][C:4]=1[O:5][C:6]1[C:15]2[C:10](=[CH:11][C:12]([O:19][CH3:20])=[C:13]([C:16](O)=[O:17])[CH:14]=2)[N:9]=[CH:8][CH:7]=1.[CH3:38][S:39]([CH2:42][CH2:43][NH2:44])(=[O:41])=[O:40].C(N(CC)CC)C, predict the reaction product. (2) Given the reactants [F:1][C:2]1[CH:3]=[C:4]2[C:8](=[C:9]([N+:11]([O-:13])=[O:12])[CH:10]=1)[NH:7][C:6](C(O)=O)=[CH:5]2.C(OCC)(=O)C, predict the reaction product. The product is: [F:1][C:2]1[CH:3]=[C:4]2[C:8](=[C:9]([N+:11]([O-:13])=[O:12])[CH:10]=1)[NH:7][CH:6]=[CH:5]2. (3) Given the reactants [F:1][C:2]1[CH:7]=[C:6]([S:8]([CH3:11])(=[O:10])=[O:9])[CH:5]=[CH:4][C:3]=1[N:12]1[CH2:17][CH2:16][N:15]([C:18]([C:20]2[CH:25]=[C:24]([S:26]([CH3:29])(=[O:28])=[O:27])[CH:23]=[CH:22][C:21]=2I)=[O:19])[CH2:14][CH2:13]1.[CH3:31][C:32]1[CH:33]=[N:34][NH:35][CH:36]=1, predict the reaction product. The product is: [F:1][C:2]1[CH:7]=[C:6]([S:8]([CH3:11])(=[O:10])=[O:9])[CH:5]=[CH:4][C:3]=1[N:12]1[CH2:17][CH2:16][N:15]([C:18]([C:20]2[CH:25]=[C:24]([S:26]([CH3:29])(=[O:28])=[O:27])[CH:23]=[CH:22][C:21]=2[N:34]2[CH:33]=[C:32]([CH3:31])[CH:36]=[N:35]2)=[O:19])[CH2:14][CH2:13]1. (4) Given the reactants [NH:1]1[C:9]2[C:4](=[CH:5][CH:6]=[CH:7][CH:8]=2)[C:3](/[CH:10]=[C:11]2\[O:12][C:13]3[CH:20]=[C:19]([OH:21])[CH:18]=[CH:17][C:14]=3[C:15]\2=[O:16])=[CH:2]1.[CH3:22][N:23]([CH3:29])[CH:24]1[CH2:28][CH2:27][NH:26][CH2:25]1.[CH2:30]=O, predict the reaction product. The product is: [NH:1]1[C:9]2[C:4](=[CH:5][CH:6]=[CH:7][CH:8]=2)[C:3](/[CH:10]=[C:11]2\[O:12][C:13]3[C:20]([CH2:30][N:26]4[CH2:27][CH2:28][CH:24]([N:23]([CH3:29])[CH3:22])[CH2:25]4)=[C:19]([OH:21])[CH:18]=[CH:17][C:14]=3[C:15]\2=[O:16])=[CH:2]1. (5) Given the reactants [Cl:1][C:2]1[C:6]([Cl:7])=[C:5]([CH3:8])[NH:4][C:3]=1[C:9]([NH:11][CH:12]1[CH2:17][CH2:16][N:15]([C:18]2[CH:19]=[C:20]([CH:26]=[C:27]([S:29]([CH3:31])=[O:30])[N:28]=2)[C:21]([NH:23][O:24][CH3:25])=[O:22])[CH2:14][CH2:13]1)=[O:10].C1C=C(Cl)C=C(C(OO)=[O:40])C=1, predict the reaction product. The product is: [Cl:1][C:2]1[C:6]([Cl:7])=[C:5]([CH3:8])[NH:4][C:3]=1[C:9]([NH:11][CH:12]1[CH2:13][CH2:14][N:15]([C:18]2[CH:19]=[C:20]([CH:26]=[C:27]([S:29]([CH3:31])(=[O:40])=[O:30])[N:28]=2)[C:21]([NH:23][O:24][CH3:25])=[O:22])[CH2:16][CH2:17]1)=[O:10]. (6) Given the reactants [I:1]/[CH:2]=[CH:3]/[CH2:4][CH2:5][C@@H:6]([C@H:8]1[C:13]([O:14][CH3:15])=[N:12][C@H:11]([CH:16]([CH3:18])[CH3:17])[C:10]([O:19][CH3:20])=[N:9]1)[OH:7].N1C(C)=CC=CC=1C.[Si:29](OS(C(F)(F)F)(=O)=O)([C:32]([CH3:35])([CH3:34])[CH3:33])([CH3:31])[CH3:30].[NH4+].[Cl-], predict the reaction product. The product is: [Si:29]([O:7][C@H:6]([C@H:8]1[C:13]([O:14][CH3:15])=[N:12][C@H:11]([CH:16]([CH3:17])[CH3:18])[C:10]([O:19][CH3:20])=[N:9]1)[CH2:5][CH2:4]/[CH:3]=[CH:2]/[I:1])([C:32]([CH3:35])([CH3:34])[CH3:33])([CH3:31])[CH3:30]. (7) Given the reactants [NH2:1][C:2]1[CH:7]=[CH:6][CH:5]=[C:4](N)[C:3]=1[NH:9][CH2:10][CH2:11][OH:12].Cl.[Cl:14][C:15]1[CH:20]=[C:19]([Cl:21])[CH:18]=[CH:17][C:16]=1[CH:22]([OH:27])[C:23](=[NH:26])OC, predict the reaction product. The product is: [NH2:1][C:2]1[C:3]2[N:9]([CH2:10][CH2:11][OH:12])[C:23]([CH:22]([C:16]3[CH:17]=[CH:18][C:19]([Cl:21])=[CH:20][C:15]=3[Cl:14])[OH:27])=[N:26][C:4]=2[CH:5]=[CH:6][CH:7]=1. (8) Given the reactants [CH2:1]([O:8][C:9]1[CH:10]=[CH:11][C:12]2[C:13]3[N:21]([NH:22]C(=O)OC(C)(C)C)[C:20]([CH2:30][O:31][CH2:32][CH3:33])=[N:19][C:14]=3[CH:15]=[N:16][C:17]=2[CH:18]=1)[C:2]1[CH:7]=[CH:6][CH:5]=[CH:4][CH:3]=1.Cl, predict the reaction product. The product is: [CH2:1]([O:8][C:9]1[CH:10]=[CH:11][C:12]2[C:13]3[N:21]([NH2:22])[C:20]([CH2:30][O:31][CH2:32][CH3:33])=[N:19][C:14]=3[CH:15]=[N:16][C:17]=2[CH:18]=1)[C:2]1[CH:3]=[CH:4][CH:5]=[CH:6][CH:7]=1. (9) Given the reactants [Br:1][C:2]1[CH:7]=[CH:6][C:5]([OH:8])=[CH:4][C:3]=1[F:9].CC(OC(/N=N/C(OC(C)(C)C)=O)=O)(C)C.C1C=CC(P(C2C=CC=CC=2)C2C=CC=CC=2)=CC=1.[C:45]([O:49][C:50]([N:52]1[CH2:57][CH2:56][CH:55]([CH2:58][CH2:59][CH2:60]O)[CH2:54][CH2:53]1)=[O:51])([CH3:48])([CH3:47])[CH3:46], predict the reaction product. The product is: [C:45]([O:49][C:50]([N:52]1[CH2:57][CH2:56][CH:55]([CH2:58][CH2:59][CH2:60][O:8][C:5]2[CH:6]=[CH:7][C:2]([Br:1])=[C:3]([F:9])[CH:4]=2)[CH2:54][CH2:53]1)=[O:51])([CH3:48])([CH3:47])[CH3:46]. (10) The product is: [Br:14][CH2:13][C:12]1[C:2]([Cl:1])=[C:3]([CH:9]=[CH:10][CH:11]=1)[C:4]([O:6][CH2:7][CH3:8])=[O:5]. Given the reactants [Cl:1][C:2]1[C:12]([CH3:13])=[CH:11][CH:10]=[CH:9][C:3]=1[C:4]([O:6][CH2:7][CH3:8])=[O:5].[Br:14]N1C(=O)CCC1=O, predict the reaction product.